This data is from Full USPTO retrosynthesis dataset with 1.9M reactions from patents (1976-2016). The task is: Predict the reactants needed to synthesize the given product. Given the product [Br:1][C:2]1[CH:3]=[C:4]2[C:8](=[CH:9][CH:10]=1)[C@@H:7]([N:11]1[C:15]3=[N:16][C:17]([C:28]#[N:29])=[CH:18][C:19]([CH3:20])=[C:14]3[N:13]=[C:12]1[CH2:22][CH3:23])[CH2:6][CH2:5]2, predict the reactants needed to synthesize it. The reactants are: [Br:1][C:2]1[CH:3]=[C:4]2[C:8](=[CH:9][CH:10]=1)[C@@H:7]([N:11]1[C:15]3=[N:16][C:17](Br)=[CH:18][C:19]([CH3:20])=[C:14]3[N:13]=[C:12]1[CH2:22][CH3:23])[CH2:6][CH2:5]2.[C-]#N.[K+].[Cu][C:28]#[N:29].Cl.